This data is from Full USPTO retrosynthesis dataset with 1.9M reactions from patents (1976-2016). The task is: Predict the reactants needed to synthesize the given product. (1) Given the product [F:2][C:3]1[CH:4]=[CH:5][C:6]([NH:9][C:10]([NH:11][N:12]=[C:23]2[C:22]3[C:17](=[CH:18][CH:19]=[C:20]([S:25][CH2:26][CH2:27][CH2:28][C:29]4[CH:30]=[CH:31][C:32]([C:33]([OH:35])=[O:34])=[CH:36][CH:37]=4)[CH:21]=3)[N:16]([CH2:38][CH2:39][CH2:40][CH2:41][CH2:42][CH3:43])[C:15]2=[O:14])=[O:13])=[CH:7][CH:8]=1, predict the reactants needed to synthesize it. The reactants are: Cl.[F:2][C:3]1[CH:8]=[CH:7][C:6]([NH:9][C:10](=[O:13])[NH:11][NH2:12])=[CH:5][CH:4]=1.[O:14]=[C:15]1[C:23](=O)[C:22]2[C:17](=[CH:18][CH:19]=[C:20]([S:25][CH2:26][CH2:27][CH2:28][C:29]3[CH:37]=[CH:36][C:32]([C:33]([OH:35])=[O:34])=[CH:31][CH:30]=3)[CH:21]=2)[N:16]1[CH2:38][CH2:39][CH2:40][CH2:41][CH2:42][CH3:43]. (2) Given the product [C:1]([O:4][CH2:5][C:6]1[C:11]([C:12]2[CH:17]=[CH:16][N:15]=[C:14]3[NH:18][C:42]([C:41]4[CH:44]=[CH:45][C:38]([N:37]([CH3:46])[CH3:36])=[CH:39][CH:40]=4)=[N:19][C:13]=23)=[CH:10][CH:9]=[CH:8][C:7]=1[N:20]1[C:26](=[O:27])[C:25]2[C:28]([F:35])=[CH:29][C:30]([CH:32]3[CH2:33][CH2:34]3)=[CH:31][C:24]=2[O:23][CH2:22][CH2:21]1)(=[O:3])[CH3:2], predict the reactants needed to synthesize it. The reactants are: [C:1]([O:4][CH2:5][C:6]1[C:11]([C:12]2[CH:17]=[CH:16][N:15]=[C:14]([NH2:18])[C:13]=2[NH2:19])=[CH:10][CH:9]=[CH:8][C:7]=1[N:20]1[C:26](=[O:27])[C:25]2[C:28]([F:35])=[CH:29][C:30]([CH:32]3[CH2:34][CH2:33]3)=[CH:31][C:24]=2[O:23][CH2:22][CH2:21]1)(=[O:3])[CH3:2].[CH3:36][N:37]([CH3:46])[C:38]1[CH:45]=[CH:44][C:41]([CH:42]=O)=[CH:40][CH:39]=1.CC1C=CC(S(O)(=O)=O)=CC=1.